This data is from Reaction yield outcomes from USPTO patents with 853,638 reactions. The task is: Predict the reaction yield, written as a fraction of the theoretical maximum amount of product (1.0 means a 100% yield; for example, 0.34 means a 34% yield). (1) The reactants are [CH3:1][C:2]1[CH:3]=[C:4]([C:17]2[CH:22]=[CH:21][CH:20]=[C:19]([CH2:23][O:24][C:25]3[CH:30]=[CH:29][C:28]([C:31]4([CH2:35][C:36]([O:38]CC)=[O:37])[CH2:34][O:33][CH2:32]4)=[CH:27][CH:26]=3)[CH:18]=2)[CH:5]=[C:6]([CH3:16])[C:7]=1[O:8][CH2:9][CH2:10][CH2:11][S:12]([CH3:15])(=[O:14])=[O:13]. The catalyst is C1COCC1.CO.O.[OH-].[Li+]. The product is [CH3:16][C:6]1[CH:5]=[C:4]([C:17]2[CH:22]=[CH:21][CH:20]=[C:19]([CH2:23][O:24][C:25]3[CH:26]=[CH:27][C:28]([C:31]4([CH2:35][C:36]([OH:38])=[O:37])[CH2:32][O:33][CH2:34]4)=[CH:29][CH:30]=3)[CH:18]=2)[CH:3]=[C:2]([CH3:1])[C:7]=1[O:8][CH2:9][CH2:10][CH2:11][S:12]([CH3:15])(=[O:13])=[O:14]. The yield is 0.540. (2) The yield is 0.620. The product is [C:18]([N:21]1[CH2:25][CH2:24][N:23]([C:10]2[C:4]3[C:5](=[CH:6][N:7]=[C:2]([Br:1])[CH:3]=3)[N:8]([CH:12]3[CH2:17][CH2:16][CH2:15][CH2:14][O:13]3)[N:9]=2)[C:22]1=[O:26])(=[O:20])[CH3:19]. The catalyst is [Cu]I. The reactants are [Br:1][C:2]1[CH:3]=[C:4]2[C:10](I)=[N:9][N:8]([CH:12]3[CH2:17][CH2:16][CH2:15][CH2:14][O:13]3)[C:5]2=[CH:6][N:7]=1.[C:18]([N:21]1[CH2:25][CH2:24][NH:23][C:22]1=[O:26])(=[O:20])[CH3:19].CNCCNC.C(=O)([O-])[O-].[K+].[K+].O1CCOCC1. (3) The reactants are [C:1]1([NH:7][C:8]2[C:13]([C:14](=[O:16])[CH3:15])=[CH:12][CH:11]=[CH:10][N:9]=2)[CH:6]=[CH:5][CH:4]=[CH:3][CH:2]=1.C[O-].[Na+].[CH:20]([C:22]1[CH:31]=[CH:30][C:25]([C:26]([O:28][CH3:29])=[O:27])=[CH:24][CH:23]=1)=O.Cl. The catalyst is CO.O. The product is [CH3:29][O:28][C:26](=[O:27])[C:25]1[CH:30]=[CH:31][C:22](/[CH:20]=[CH:15]/[C:14](=[O:16])[C:13]2[C:8]([NH:7][C:1]3[CH:6]=[CH:5][CH:4]=[CH:3][CH:2]=3)=[N:9][CH:10]=[CH:11][CH:12]=2)=[CH:23][CH:24]=1. The yield is 0.950. (4) The product is [NH:26]1[CH:25]=[C:24]([C:2]2[S:10][C:9]3[C:8](=[O:11])[NH:7][C:6]4([CH2:15][CH2:14][CH2:13][CH2:12]4)[NH:5][C:4]=3[CH:3]=2)[CH:28]=[N:27]1. The reactants are Br[C:2]1[S:10][C:9]2[C:8](=[O:11])[NH:7][C:6]3([CH2:15][CH2:14][CH2:13][CH2:12]3)[NH:5][C:4]=2[CH:3]=1.CC1(C)C(C)(C)OB([C:24]2[CH:25]=[N:26][NH:27][CH:28]=2)O1.C(=O)([O-])[O-].[Na+].[Na+]. The catalyst is O1CCOCC1. The yield is 0.500. (5) The reactants are [CH:1]([C:3]1[CH:20]=[CH:19][C:6]2[S:7][C:8](B3OC(C)(C)C(C)(C)O3)=[CH:9][C:5]=2[CH:4]=1)=[O:2].I[C:22]1[C:30]2[C:25](=[N:26][CH:27]=[N:28][C:29]=2[NH2:31])[N:24]([CH:32]([CH3:34])[CH3:33])[N:23]=1.C([O-])([O-])=O.[Na+].[Na+]. The catalyst is CCO.COCCOC.C1C=CC([P]([Pd]([P](C2C=CC=CC=2)(C2C=CC=CC=2)C2C=CC=CC=2)([P](C2C=CC=CC=2)(C2C=CC=CC=2)C2C=CC=CC=2)[P](C2C=CC=CC=2)(C2C=CC=CC=2)C2C=CC=CC=2)(C2C=CC=CC=2)C2C=CC=CC=2)=CC=1. The product is [NH2:31][C:29]1[N:28]=[CH:27][N:26]=[C:25]2[N:24]([CH:32]([CH3:34])[CH3:33])[N:23]=[C:22]([C:8]3[S:7][C:6]4[CH:19]=[CH:20][C:3]([CH:1]=[O:2])=[CH:4][C:5]=4[CH:9]=3)[C:30]=12. The yield is 0.450.